Dataset: Full USPTO retrosynthesis dataset with 1.9M reactions from patents (1976-2016). Task: Predict the reactants needed to synthesize the given product. The reactants are: Cl.[NH2:2][CH2:3][C:4]1([CH3:23])[CH2:8][CH2:7][N:6]([CH2:9][C@@H:10]([C:12]2[CH:21]=[CH:20][C:15]3[C:16](=[O:19])[O:17][CH2:18][C:14]=3[C:13]=2[CH3:22])[OH:11])[CH2:5]1.Cl[C:25]1[N:30]=[CH:29][C:28]([C:31]#[N:32])=[CH:27][CH:26]=1. Given the product [OH:11][C@H:10]([C:12]1[C:13]([CH3:22])=[C:14]2[C:15](=[CH:20][CH:21]=1)[C:16](=[O:19])[O:17][CH2:18]2)[CH2:9][N:6]1[CH2:7][CH2:8][C:4]([CH2:3][NH:2][C:25]2[CH:26]=[CH:27][C:28]([C:31]#[N:32])=[CH:29][N:30]=2)([C:23]2[CH:14]=[CH:13][CH:12]=[CH:10][CH:9]=2)[CH2:5]1, predict the reactants needed to synthesize it.